Dataset: Reaction yield outcomes from USPTO patents with 853,638 reactions. Task: Predict the reaction yield, written as a fraction of the theoretical maximum amount of product (1.0 means a 100% yield; for example, 0.34 means a 34% yield). (1) The reactants are [CH2:1]([O:3][C:4](=[O:13])[CH2:5][CH2:6][C:7](=O)[C:8]([F:11])([F:10])[F:9])[CH3:2].Cl.[C:15]1([CH3:23])[CH:20]=[CH:19][C:18]([NH:21]N)=[CH:17][CH:16]=1.Cl. The catalyst is C(O)C. The product is [CH2:1]([O:3][C:4](=[O:13])[CH2:5][C:6]1[C:19]2[C:18](=[CH:17][CH:16]=[C:15]([CH3:23])[CH:20]=2)[NH:21][C:7]=1[C:8]([F:11])([F:10])[F:9])[CH3:2]. The yield is 0.600. (2) The reactants are [C:1]([C:4]1[CH:28]=[CH:27][C:7]([O:8][CH2:9][C:10]2[CH:11]=[C:12]([NH:16][C:17](=[O:26])[C:18]3[CH:23]=[CH:22][CH:21]=[C:20]([C:24]#[N:25])[CH:19]=3)[CH:13]=[CH:14][CH:15]=2)=[C:6]([CH2:29][CH2:30][CH3:31])[C:5]=1[OH:32])(=[O:3])[CH3:2].[N-:33]=[N+:34]=[N-:35].[Na+].[Cl-].[NH4+]. The yield is 0.330. The catalyst is CN(C)C=O.O. The product is [C:1]([C:4]1[CH:28]=[CH:27][C:7]([O:8][CH2:9][C:10]2[CH:11]=[C:12]([NH:16][C:17](=[O:26])[C:18]3[CH:23]=[CH:22][CH:21]=[C:20]([C:24]4[N:33]=[N:34][NH:35][N:25]=4)[CH:19]=3)[CH:13]=[CH:14][CH:15]=2)=[C:6]([CH2:29][CH2:30][CH3:31])[C:5]=1[OH:32])(=[O:3])[CH3:2]. (3) The reactants are [NH2:1][C:2]1[C:7]([OH:8])=[CH:6][C:5]([Br:9])=[CH:4][N:3]=1.C([O-])([O-])=O.[K+].[K+].Br[C:17]([CH3:24])([CH3:23])[C:18](OCC)=[O:19]. The catalyst is CC(C)=O. The product is [Br:9][C:5]1[CH:4]=[N:3][C:2]2[NH:1][C:18](=[O:19])[C:17]([CH3:24])([CH3:23])[O:8][C:7]=2[CH:6]=1. The yield is 0.840.